Dataset: Forward reaction prediction with 1.9M reactions from USPTO patents (1976-2016). Task: Predict the product of the given reaction. (1) Given the reactants [CH2:1]([S:3]([N:6]1[CH2:11][CH2:10][C:9]([CH2:14][CH:15]2[CH2:20][CH2:19][O:18][CH2:17][CH2:16]2)([C:12]#[N:13])[CH2:8][CH2:7]1)(=[O:5])=[O:4])[CH3:2].N.O, predict the reaction product. The product is: [CH2:1]([S:3]([N:6]1[CH2:11][CH2:10][C:9]([CH2:12][NH2:13])([CH2:14][CH:15]2[CH2:20][CH2:19][O:18][CH2:17][CH2:16]2)[CH2:8][CH2:7]1)(=[O:5])=[O:4])[CH3:2]. (2) Given the reactants N[C:2]1[N:11]=[CH:10][C:9]2[C:4](=[CH:5][C:6]([C:13]([O:15][CH3:16])=[O:14])=[CH:7][C:8]=2[F:12])[N:3]=1.[I:17]CI.N(OCCC(C)C)=O, predict the reaction product. The product is: [F:12][C:8]1[CH:7]=[C:6]([C:13]([O:15][CH3:16])=[O:14])[CH:5]=[C:4]2[C:9]=1[CH:10]=[N:11][C:2]([I:17])=[N:3]2. (3) Given the reactants [F:1][CH2:2][C:3]1([CH2:14][F:15])[O:7][B:6]([OH:8])[C:5]2[CH:9]=[CH:10][C:11]([CH3:13])=[CH:12][C:4]1=2.C1C(=O)N(Br)C(=[O:19])C1.C([O-])([O-])=O.[Na+].[Na+].Cl, predict the reaction product. The product is: [F:1][CH2:2][C:3]1([CH2:14][F:15])[O:7][B:6]([OH:8])[C:5]2[CH:9]=[CH:10][C:11]([CH:13]=[O:19])=[CH:12][C:4]1=2. (4) Given the reactants [C:1]1([C@@H:7]([C:12]2[C:20]3[C:15](=[CH:16][C:17]([O:21][CH2:22][CH2:23][CH2:24][NH:25][C:26]4[CH:31]=[CH:30][CH:29]=[CH:28][N:27]=4)=[CH:18][CH:19]=3)[NH:14][CH:13]=2)[CH2:8][C:9]([OH:11])=[O:10])[CH:6]=[CH:5][CH:4]=[CH:3][CH:2]=1.[CH3:32][S:33]([OH:36])(=[O:35])=[O:34], predict the reaction product. The product is: [CH3:32][S:33]([OH:36])(=[O:35])=[O:34].[C:1]1([C@@H:7]([C:12]2[C:20]3[C:15](=[CH:16][C:17]([O:21][CH2:22][CH2:23][CH2:24][NH:25][C:26]4[CH:31]=[CH:30][CH:29]=[CH:28][N:27]=4)=[CH:18][CH:19]=3)[NH:14][CH:13]=2)[CH2:8][C:9]([OH:11])=[O:10])[CH:6]=[CH:5][CH:4]=[CH:3][CH:2]=1.